Dataset: Choline transporter screen with 302,306 compounds. Task: Binary Classification. Given a drug SMILES string, predict its activity (active/inactive) in a high-throughput screening assay against a specified biological target. (1) The molecule is FC(F)(F)c1cc(COc2c(nccc2)N)ccc1. The result is 0 (inactive). (2) The compound is s1c2c(n(c(c2)C(OCC)=O)CC(OC)=O)cc1. The result is 0 (inactive). (3) The compound is S(C(CC(=O)c1ccc(cc1)C)c1ccc([N+]([O-])=O)cc1)CC(O)=O. The result is 0 (inactive). (4) The result is 0 (inactive). The compound is Fc1ccc(N2CC(CC2=O)C(=O)N2CCc3c2cccc3)cc1. (5) The drug is O=C(N\N=C\c1c2c(n(Cc3c4c(ccc3)cccc4)c1)cccc2)CC#N. The result is 0 (inactive). (6) The drug is S(=O)(=O)(NC(C(=O)N1CCCC1)CCSC)c1ccc(cc1)C. The result is 0 (inactive). (7) The drug is S(=O)(=O)(N(CC(=O)NC1C2CC(C1)CC2)c1ccc(OC)cc1)c1ccc(cc1)C. The result is 0 (inactive).